From a dataset of Catalyst prediction with 721,799 reactions and 888 catalyst types from USPTO. Predict which catalyst facilitates the given reaction. (1) Reactant: BrC1C=CC(O)=C(C2C=[CH:16][C:15]3[C:10](=[CH:11][CH:12]=[C:13]([C:18]4[N:22]([CH:23]5[CH2:28][CH2:27][CH2:26][CH2:25][CH2:24]5)[C:21]5[CH:29]=[CH:30][C:31]([C:33]([OH:35])=[O:34])=[CH:32][C:20]=5[N:19]=4)[CH:14]=3)[N:9]=2)C=1.C(OC(C1C=CC2N(C3CCCCC3)C(C3C=CC(N)=C(C=O)C=3)=NC=2C=1)=O)C.[Cl:66][C:67]1[CH:72]=[CH:71][C:70]([C:73]2[O:77][C:76]([CH3:78])=[C:75]([C:79](=O)[CH3:80])[CH:74]=2)=[CH:69][CH:68]=1.[OH-].[K+]. Product: [Cl:66][C:67]1[CH:72]=[CH:71][C:70]([C:73]2[O:77][C:76]([CH3:78])=[C:75]([C:79]3[CH:80]=[CH:16][C:15]4[C:10](=[CH:11][CH:12]=[C:13]([C:18]5[N:22]([CH:23]6[CH2:24][CH2:25][CH2:26][CH2:27][CH2:28]6)[C:21]6[CH:29]=[CH:30][C:31]([C:33]([OH:35])=[O:34])=[CH:32][C:20]=6[N:19]=5)[CH:14]=4)[N:9]=3)[CH:74]=2)=[CH:69][CH:68]=1. The catalyst class is: 8. (2) Reactant: [CH:1]1([N:6]2[CH2:12][C:11]3([CH2:14][CH2:13]3)[C:10](=[O:15])[N:9]([CH3:16])[C:8]3[CH:17]=[N:18][C:19]([NH:21][C:22]4[CH:30]=[CH:29][C:25]([C:26]([OH:28])=O)=[CH:24][C:23]=4[O:31][CH3:32])=[N:20][C:7]2=3)[CH2:5][CH2:4][CH2:3][CH2:2]1.CCN(C(C)C)C(C)C.CN(C(ON1N=NC2C=CC=CC1=2)=[N+](C)C)C.[B-](F)(F)(F)F.[CH3:64][N:65]1[CH2:70][CH2:69][N:68]([CH:71]2[CH2:76][CH2:75][CH:74]([NH2:77])[CH2:73][CH2:72]2)[CH2:67][CH2:66]1. Product: [CH:1]1([N:6]2[CH2:12][C:11]3([CH2:14][CH2:13]3)[C:10](=[O:15])[N:9]([CH3:16])[C:8]3[CH:17]=[N:18][C:19]([NH:21][C:22]4[CH:30]=[CH:29][C:25]([C:26]([NH:77][C@H:74]5[CH2:73][CH2:72][C@H:71]([N:68]6[CH2:67][CH2:66][N:65]([CH3:64])[CH2:70][CH2:69]6)[CH2:76][CH2:75]5)=[O:28])=[CH:24][C:23]=4[O:31][CH3:32])=[N:20][C:7]2=3)[CH2:2][CH2:3][CH2:4][CH2:5]1. The catalyst class is: 3. (3) Reactant: Cl[C:2]1[C:11]2[C:6](=[CH:7][C:8]([S:12]([NH:15][C:16]3[S:17][CH:18]=[CH:19][N:20]=3)(=[O:14])=[O:13])=[CH:9][CH:10]=2)[CH:5]=[CH:4][N:3]=1.C(=O)([O-])[O-].[K+].[K+].[C:27]1([CH:33]2[CH2:37][CH2:36][NH:35][CH2:34]2)[CH:32]=[CH:31][CH:30]=[CH:29][CH:28]=1. Product: [C:27]1([CH:33]2[CH2:37][CH2:36][N:35]([C:2]3[C:11]4[C:6](=[CH:7][C:8]([S:12]([NH:15][C:16]5[S:17][CH:18]=[CH:19][N:20]=5)(=[O:14])=[O:13])=[CH:9][CH:10]=4)[CH:5]=[CH:4][N:3]=3)[CH2:34]2)[CH:32]=[CH:31][CH:30]=[CH:29][CH:28]=1. The catalyst class is: 3. (4) Reactant: [OH:1][CH2:2][CH2:3][C:4]1[CH:11]=[CH:10][C:7]([C:8]#[N:9])=[C:6]([O:12][CH3:13])[CH:5]=1.CC(OI1(OC(C)=O)(OC(C)=O)OC(=O)C2C=CC=CC1=2)=O. Product: [CH3:13][O:12][C:6]1[CH:5]=[C:4]([CH2:3][CH:2]=[O:1])[CH:11]=[CH:10][C:7]=1[C:8]#[N:9]. The catalyst class is: 2. (5) Reactant: [CH3:1][O:2][C:3]1[CH:4]=[C:5]([CH:10]=[CH:11][C:12]=1[O:13][CH2:14][CH2:15][O:16][C:17]([F:20])([F:19])[F:18])[C:6]([O:8]C)=[O:7].[Li+].[OH-]. Product: [CH3:1][O:2][C:3]1[CH:4]=[C:5]([CH:10]=[CH:11][C:12]=1[O:13][CH2:14][CH2:15][O:16][C:17]([F:18])([F:19])[F:20])[C:6]([OH:8])=[O:7]. The catalyst class is: 20. (6) Reactant: FC(F)(F)C(O)=O.[NH2:8][C@@H:9]1[C@@H:14]2[CH2:15][C@@H:11]([CH:12]=[CH:13]2)[C@@H:10]1[C:16]([NH2:18])=[O:17].C(=O)(O)[O-].[Na+].[Cl:24][C:25]1[N:30]=[C:29]([Cl:31])[C:28]([C:32]([F:35])([F:34])[F:33])=[CH:27][N:26]=1.C(O)(C)C. Product: [Cl:24][C:25]1[N:26]=[C:27]([NH:8][C@@H:9]2[C@@H:14]3[CH2:15][C@@H:11]([CH:12]=[CH:13]3)[C@@H:10]2[C:16]([NH2:18])=[O:17])[C:28]([C:32]([F:35])([F:33])[F:34])=[CH:29][N:30]=1.[Cl:31][C:29]1[C:28]([C:32]([F:34])([F:33])[F:35])=[CH:27][N:26]=[C:25]([NH:8][C@@H:9]2[C@@H:14]3[CH2:15][C@@H:11]([CH:12]=[CH:13]3)[C@@H:10]2[C:16]([NH2:18])=[O:17])[N:30]=1. The catalyst class is: 24.